This data is from Forward reaction prediction with 1.9M reactions from USPTO patents (1976-2016). The task is: Predict the product of the given reaction. Given the reactants [CH2:1]([N:3]([CH2:14][CH3:15])[C:4]([CH:6]1[CH2:11][CH:10]([CH3:12])[CH2:9][CH2:8][C:7]1=[O:13])=[O:5])[CH3:2].[Br:16]Br, predict the reaction product. The product is: [CH2:14]([N:3]([CH2:1][CH3:2])[C:4]([C:6]1[CH2:11][CH:10]([CH3:12])[CH2:9][CH:8]([Br:16])[C:7]=1[OH:13])=[O:5])[CH3:15].